Predict the product of the given reaction. From a dataset of Forward reaction prediction with 1.9M reactions from USPTO patents (1976-2016). Given the reactants [NH2:1][C:2]1[CH:7]=[C:6]([C:8]2[CH:13]=[CH:12][CH:11]=[CH:10][CH:9]=2)[CH:5]=[CH:4][C:3]=1[OH:14].[Cl:15][CH2:16][C:17](OC)(OC)OC, predict the reaction product. The product is: [Cl:15][CH2:16][C:17]1[O:14][C:3]2[CH:4]=[CH:5][C:6]([C:8]3[CH:13]=[CH:12][CH:11]=[CH:10][CH:9]=3)=[CH:7][C:2]=2[N:1]=1.